This data is from Catalyst prediction with 721,799 reactions and 888 catalyst types from USPTO. The task is: Predict which catalyst facilitates the given reaction. Reactant: [H-].[Na+].[NH2:3][C:4]1[CH:9]=[CH:8][C:7]([C:10]2[CH:15]=[CH:14][C:13]([C:16]([F:19])([F:18])[F:17])=[CH:12][CH:11]=2)=[CH:6][C:5]=1[C:20]#[N:21].[CH2:22](Br)[C:23]1[CH:28]=[CH:27][CH:26]=[CH:25][CH:24]=1.O. Product: [C:23]1([CH2:22][NH:3][C:4]2[CH:9]=[CH:8][C:7]([C:10]3[CH:11]=[CH:12][C:13]([C:16]([F:17])([F:18])[F:19])=[CH:14][CH:15]=3)=[CH:6][C:5]=2[C:20]#[N:21])[CH:28]=[CH:27][CH:26]=[CH:25][CH:24]=1. The catalyst class is: 7.